From a dataset of Full USPTO retrosynthesis dataset with 1.9M reactions from patents (1976-2016). Predict the reactants needed to synthesize the given product. (1) Given the product [C:1]([C:4]1[C:9]([C:10]2[CH:15]=[CH:14][CH:13]=[CH:12][CH:11]=2)=[N:8][N:7]([CH2:16][CH3:17])[C:6](=[O:18])[C:5]=1[NH:19][C:26]1[CH:27]=[CH:28][CH:29]=[C:30]2[C:25]=1[N:24]=[C:23]([CH3:22])[CH:32]=[CH:31]2)(=[O:3])[CH3:2], predict the reactants needed to synthesize it. The reactants are: [C:1]([C:4]1[C:9]([C:10]2[CH:15]=[CH:14][CH:13]=[CH:12][CH:11]=2)=[N:8][N:7]([CH2:16][CH3:17])[C:6](=[O:18])[C:5]=1[N+:19]([O-])=O)(=[O:3])[CH3:2].[CH3:22][C:23]1[CH:32]=[CH:31][C:30]2[C:25](=[C:26](N)[CH:27]=[CH:28][CH:29]=2)[N:24]=1. (2) Given the product [CH2:10]([O:5][C:4](=[O:6])[CH:2]([CH3:3])[NH:1][CH:14]=[O:18])[CH2:11][CH2:12][CH3:13], predict the reactants needed to synthesize it. The reactants are: [NH2:1][CH:2]([C:4]([OH:6])=[O:5])[CH3:3].C(O[CH2:10][CH2:11][CH2:12][CH3:13])=O.[CH2:14]([OH:18])CCC.N[C@H](C(O)=O)C. (3) Given the product [Cl:1][C:2]1[C:7]([Cl:8])=[CH:6][C:5]([NH:9][CH:10]2[CH2:15][CH2:14][N:13]([CH:16]3[CH2:17][CH2:18][O:19][CH2:20][CH2:21]3)[CH2:12][CH2:11]2)=[C:4]([NH2:22])[CH:3]=1, predict the reactants needed to synthesize it. The reactants are: [Cl:1][C:2]1[C:7]([Cl:8])=[CH:6][C:5]([NH:9][CH:10]2[CH2:15][CH2:14][N:13]([CH:16]3[CH2:21][CH2:20][O:19][CH2:18][CH2:17]3)[CH2:12][CH2:11]2)=[C:4]([N+:22]([O-])=O)[CH:3]=1.O.NN.